This data is from Reaction yield outcomes from USPTO patents with 853,638 reactions. The task is: Predict the reaction yield, written as a fraction of the theoretical maximum amount of product (1.0 means a 100% yield; for example, 0.34 means a 34% yield). The reactants are C[O:2][C:3]([C:5]1[S:6][C:7]([C:22]([CH3:25])([CH3:24])[CH3:23])=[CH:8][C:9]=1[NH:10][S:11]([C:14]1[CH:19]=[CH:18][C:17]([CH3:20])=[CH:16][C:15]=1[CH3:21])(=[O:13])=[O:12])=[O:4].O[Li].O. No catalyst specified. The product is [C:22]([C:7]1[S:6][C:5]([C:3]([OH:4])=[O:2])=[C:9]([NH:10][S:11]([C:14]2[CH:19]=[CH:18][C:17]([CH3:20])=[CH:16][C:15]=2[CH3:21])(=[O:13])=[O:12])[CH:8]=1)([CH3:25])([CH3:24])[CH3:23]. The yield is 0.700.